Dataset: Full USPTO retrosynthesis dataset with 1.9M reactions from patents (1976-2016). Task: Predict the reactants needed to synthesize the given product. (1) Given the product [CH3:1][C:2]1[CH:11]=[C:10]([N:12]2[CH2:17][CH2:16][N:15]([C:32](=[O:35])[CH2:33][CH3:34])[CH2:14][CH2:13]2)[N:9]=[C:8]2[C:3]=1[C:4](=[O:31])[CH:5]=[C:6]([NH:24][C:25]1[CH:30]=[CH:29][CH:28]=[CH:27][CH:26]=1)[N:7]2[C:18]1[CH:23]=[CH:22][CH:21]=[CH:20][CH:19]=1, predict the reactants needed to synthesize it. The reactants are: [CH3:1][C:2]1[CH:11]=[C:10]([N:12]2[CH2:17][CH2:16][NH:15][CH2:14][CH2:13]2)[N:9]=[C:8]2[C:3]=1[C:4](=[O:31])[CH:5]=[C:6]([NH:24][C:25]1[CH:30]=[CH:29][CH:28]=[CH:27][CH:26]=1)[N:7]2[C:18]1[CH:23]=[CH:22][CH:21]=[CH:20][CH:19]=1.[C:32](O)(=[O:35])[CH2:33][CH3:34].CCN=C=NCCCN(C)C.CN1CCOCC1. (2) Given the product [CH3:17][O:10][C:9](=[O:11])[C:8]1[CH:12]=[C:13]([CH3:16])[CH:14]=[CH:15][C:7]=1[Br:6], predict the reactants needed to synthesize it. The reactants are: OS(O)(=O)=O.[Br:6][C:7]1[CH:15]=[CH:14][C:13]([CH3:16])=[CH:12][C:8]=1[C:9]([OH:11])=[O:10].[C:17]([O-])(O)=O.[Na+]. (3) Given the product [CH2:16]([O:18][C:19](=[O:29])[CH2:20][CH2:21][C:22]1[CH:27]=[CH:26][CH:25]=[C:24]([NH:28][C:13]([C:11]2[O:12][C:8]([C:5]3[CH:4]=[CH:3][C:2]([Cl:1])=[CH:7][CH:6]=3)=[CH:9][CH:10]=2)=[O:15])[CH:23]=1)[CH3:17], predict the reactants needed to synthesize it. The reactants are: [Cl:1][C:2]1[CH:7]=[CH:6][C:5]([C:8]2[O:12][C:11]([C:13]([OH:15])=O)=[CH:10][CH:9]=2)=[CH:4][CH:3]=1.[CH2:16]([O:18][C:19](=[O:29])[CH2:20][CH2:21][C:22]1[CH:27]=[CH:26][CH:25]=[C:24]([NH2:28])[CH:23]=1)[CH3:17]. (4) Given the product [CH3:29][C:12]1[C:13]2[C:18](=[CH:17][CH:16]=[CH:15][C:14]=2[C:19]2[CH:20]=[N:21][C:22]3[C:27]([CH:28]=2)=[CH:26][CH:25]=[CH:24][CH:23]=3)[N:10]([C:8]2[CH:7]=[CH:6][C:3]([C:4]#[N:5])=[C:2]([NH:30][CH:31]3[CH2:36][CH2:35][O:34][CH2:33][CH2:32]3)[CH:9]=2)[N:11]=1, predict the reactants needed to synthesize it. The reactants are: Br[C:2]1[CH:9]=[C:8]([N:10]2[C:18]3[C:13](=[C:14]([C:19]4[CH:20]=[N:21][C:22]5[C:27]([CH:28]=4)=[CH:26][CH:25]=[CH:24][CH:23]=5)[CH:15]=[CH:16][CH:17]=3)[C:12]([CH3:29])=[N:11]2)[CH:7]=[CH:6][C:3]=1[C:4]#[N:5].[NH2:30][CH:31]1[CH2:36][CH2:35][O:34][CH2:33][CH2:32]1.C(=O)([O-])[O-].[Cs+].[Cs+].C1(P(C2C=CC=CC=2)C2C3OC4C(=CC=CC=4P(C4C=CC=CC=4)C4C=CC=CC=4)C(C)(C)C=3C=CC=2)C=CC=CC=1. (5) Given the product [OH:23][CH2:22][C@H:20]([NH:2][C@H:3]([C:7]1([CH3:13])[CH2:12][CH2:11][CH2:10][CH2:9][CH2:8]1)[C:4]#[N:29])[C:14]1[CH:19]=[CH:18][CH:17]=[CH:16][CH:15]=1, predict the reactants needed to synthesize it. The reactants are: Cl.[NH2:2][C@@H:3]([C:7]1([CH3:13])[CH2:12][CH2:11][CH2:10][CH2:9][CH2:8]1)[C:4](O)=O.[C:14]1([C@H:20]([CH2:22][OH:23])N)[CH:19]=[CH:18][CH:17]=[CH:16][CH:15]=1.C[Si](C#[N:29])(C)C.Cl.[OH-].[Na+].